This data is from Reaction yield outcomes from USPTO patents with 853,638 reactions. The task is: Predict the reaction yield, written as a fraction of the theoretical maximum amount of product (1.0 means a 100% yield; for example, 0.34 means a 34% yield). (1) The reactants are [CH3:1][C:2]1[N:6]=[C:5]([C:7]2[C:8]([C:13]([OH:15])=O)=[N:9][CH:10]=[CH:11][CH:12]=2)[O:4][N:3]=1.[CH3:16][C:17]1[CH:22]=[C:21]([CH3:23])[N:20]=[C:19]([N:24]2[CH2:31][CH:30]3[CH:26]([CH2:27][NH:28][CH2:29]3)[CH2:25]2)[N:18]=1.CCN=C=NCCCN(C)C.Cl.C1C=CC2N(O)N=NC=2C=1. The catalyst is C(Cl)Cl. The product is [NH3:3].[CH3:16][C:17]1[CH:22]=[C:21]([CH3:23])[N:20]=[C:19]([N:24]2[CH2:31][CH:30]3[CH:26]([CH2:27][N:28]([C:13]([C:8]4[C:7]([C:5]5[O:4][N:3]=[C:2]([CH3:1])[N:6]=5)=[CH:12][CH:11]=[CH:10][N:9]=4)=[O:15])[CH2:29]3)[CH2:25]2)[N:18]=1. The yield is 0.0800. (2) The catalyst is C1COCC1. The product is [CH3:1][O:2][C:3]1[CH:4]=[CH:5][C:6]2[C:10]([O:11][C:12]3[CH:17]=[CH:16][C:15](/[CH:18]=[C:19](\[CH3:25])/[C:20]([O:22][CH2:23][CH3:24])=[O:21])=[CH:14][CH:13]=3)=[C:9]([C:26]3[CH:27]=[CH:28][C:29]([O:32][CH3:33])=[CH:30][CH:31]=3)[S:8][C:7]=2[CH:35]=1. The reactants are [CH3:1][O:2][C:3]1[CH:4]=[CH:5][C:6]2[C:10]([O:11][C:12]3[CH:17]=[CH:16][C:15](/[CH:18]=[C:19](\[CH3:25])/[C:20]([O:22][CH2:23][CH3:24])=[O:21])=[CH:14][CH:13]=3)=[C:9]([C:26]3[CH:31]=[CH:30][C:29]([O:32][CH3:33])=[CH:28][CH:27]=3)[S:8](=O)[C:7]=2[CH:35]=1.C1(P(C2C=CC=CC=2)C2C=CC=CC=2)C=CC=CC=1.[Si](Cl)(C)(C)C. The yield is 0.770. (3) The reactants are [C:1]([C:3]1[N:8]=[CH:7][C:6]([N:9]2[C:13]([C:14]3[N:19]=[C:18]([C:20]([O:22]C)=O)[C:17](=[O:24])[N:16]([C:25]4[CH:30]=[CH:29][CH:28]=[C:27]([C:31]([F:34])([F:33])[F:32])[CH:26]=4)[C:15]=3[CH3:35])=[CH:12][CH:11]=[N:10]2)=[CH:5][CH:4]=1)#[N:2].[CH:36]1([NH2:39])[CH2:38][CH2:37]1. The catalyst is C(#N)C.C(O)C. The product is [C:1]([C:3]1[N:8]=[CH:7][C:6]([N:9]2[C:13]([C:14]3[N:19]=[C:18]([C:20]([NH:39][CH:36]4[CH2:38][CH2:37]4)=[O:22])[C:17](=[O:24])[N:16]([C:25]4[CH:30]=[CH:29][CH:28]=[C:27]([C:31]([F:33])([F:34])[F:32])[CH:26]=4)[C:15]=3[CH3:35])=[CH:12][CH:11]=[N:10]2)=[CH:5][CH:4]=1)#[N:2]. The yield is 0.370.